From a dataset of Catalyst prediction with 721,799 reactions and 888 catalyst types from USPTO. Predict which catalyst facilitates the given reaction. Reactant: C(O[C:4]([C:6]1[CH2:7][N:8]([C:22](=[O:30])[C:23]2[CH:28]=[CH:27][C:26]([Cl:29])=[CH:25][CH:24]=2)[CH2:9][CH2:10][C:11]=1[NH:12][C:13]([O:15]C1C=CC=CC=1)=O)=[O:5])C.[CH3:31][N:32]([CH3:34])[NH2:33].C1CCN2C(=NCCC2)CC1.[OH-].[Na+]. Product: [Cl:29][C:26]1[CH:25]=[CH:24][C:23]([C:22]([N:8]2[CH2:9][CH2:10][C:11]3[NH:12][C:13](=[O:15])[N:33]([N:32]([CH3:34])[CH3:31])[C:4](=[O:5])[C:6]=3[CH2:7]2)=[O:30])=[CH:28][CH:27]=1. The catalyst class is: 559.